Task: Predict the reaction yield, written as a fraction of the theoretical maximum amount of product (1.0 means a 100% yield; for example, 0.34 means a 34% yield).. Dataset: Reaction yield outcomes from USPTO patents with 853,638 reactions The reactants are C[C:2]1([CH2:13][OH:14])[C:7]([CH3:8])=[CH:6][C:5]([C:9]([F:12])([F:11])[F:10])=[CH:4][NH:3]1. The catalyst is C(Cl)Cl.O=[Mn]=O. The product is [CH3:8][C:7]1[C:2]([CH:13]=[O:14])=[N:3][CH:4]=[C:5]([C:9]([F:12])([F:10])[F:11])[CH:6]=1. The yield is 0.610.